Dataset: Forward reaction prediction with 1.9M reactions from USPTO patents (1976-2016). Task: Predict the product of the given reaction. (1) The product is: [C:31]([C:33]1[CH:38]=[C:37]([C:18]2[N:19]([C:24]([O:26][C:27]([CH3:28])([CH3:29])[CH3:30])=[O:25])[CH2:20][CH2:21][O:22][CH:23]=2)[CH:36]=[CH:35][CH:34]=1)#[N:32]. Given the reactants O(P(O[C:18]1[N:19]([C:24]([O:26][C:27]([CH3:30])([CH3:29])[CH3:28])=[O:25])[CH2:20][CH2:21][O:22][CH:23]=1)(OC1C=CC=CC=1)=O)C1C=CC=CC=1.[C:31]([C:33]1[CH:34]=[C:35](B(O)O)[CH:36]=[CH:37][CH:38]=1)#[N:32], predict the reaction product. (2) Given the reactants C([O:3][C:4](=[O:25])[CH2:5][CH2:6][CH2:7][O:8][C:9]1[CH:14]=[CH:13][C:12](B2OC(C)(C)C(C)(C)O2)=[CH:11][C:10]=1[F:24])C.Cl[C:27]1[CH:32]=[CH:31][CH:30]=[C:29]([S:33][CH:34]([CH3:36])[CH3:35])[N:28]=1, predict the reaction product. The product is: [F:24][C:10]1[CH:11]=[C:12]([C:27]2[CH:32]=[CH:31][CH:30]=[C:29]([S:33][CH:34]([CH3:36])[CH3:35])[N:28]=2)[CH:13]=[CH:14][C:9]=1[O:8][CH2:7][CH2:6][CH2:5][C:4]([OH:3])=[O:25]. (3) Given the reactants S(Cl)(Cl)=O.[C:5]([O:9][C:10]([NH:12][C:13]1[CH:18]=[CH:17][C:16]([CH2:19][CH2:20][CH2:21][C:22]([OH:24])=O)=[CH:15][CH:14]=1)=[O:11])([CH3:8])([CH3:7])[CH3:6].C[N:26](C=O)C, predict the reaction product. The product is: [C:5]([O:9][C:10]([NH:12][C:13]1[CH:18]=[CH:17][C:16]([CH2:19][CH2:20][CH2:21][C:22]([NH2:26])=[O:24])=[CH:15][CH:14]=1)=[O:11])([CH3:8])([CH3:7])[CH3:6].